This data is from NCI-60 drug combinations with 297,098 pairs across 59 cell lines. The task is: Regression. Given two drug SMILES strings and cell line genomic features, predict the synergy score measuring deviation from expected non-interaction effect. (1) Drug 1: CCCS(=O)(=O)NC1=C(C(=C(C=C1)F)C(=O)C2=CNC3=C2C=C(C=N3)C4=CC=C(C=C4)Cl)F. Drug 2: CC1C(C(=O)NC(C(=O)N2CCCC2C(=O)N(CC(=O)N(C(C(=O)O1)C(C)C)C)C)C(C)C)NC(=O)C3=C4C(=C(C=C3)C)OC5=C(C(=O)C(=C(C5=N4)C(=O)NC6C(OC(=O)C(N(C(=O)CN(C(=O)C7CCCN7C(=O)C(NC6=O)C(C)C)C)C)C(C)C)C)N)C. Cell line: SW-620. Synergy scores: CSS=48.1, Synergy_ZIP=56.7, Synergy_Bliss=55.4, Synergy_Loewe=36.4, Synergy_HSA=36.4. (2) Drug 1: CCN(CC)CCCC(C)NC1=C2C=C(C=CC2=NC3=C1C=CC(=C3)Cl)OC. Drug 2: C1CN(P(=O)(OC1)NCCCl)CCCl. Cell line: SNB-19. Synergy scores: CSS=18.6, Synergy_ZIP=-4.29, Synergy_Bliss=-1.23, Synergy_Loewe=-12.2, Synergy_HSA=-4.43. (3) Drug 1: CC(C)(C#N)C1=CC(=CC(=C1)CN2C=NC=N2)C(C)(C)C#N. Drug 2: COC1=C2C(=CC3=C1OC=C3)C=CC(=O)O2. Cell line: OVCAR-8. Synergy scores: CSS=-3.70, Synergy_ZIP=-1.10, Synergy_Bliss=-5.09, Synergy_Loewe=-5.51, Synergy_HSA=-6.47. (4) Drug 1: C1CCC(CC1)NC(=O)N(CCCl)N=O. Drug 2: CCC1(C2=C(COC1=O)C(=O)N3CC4=CC5=C(C=CC(=C5CN(C)C)O)N=C4C3=C2)O.Cl. Cell line: SK-MEL-5. Synergy scores: CSS=24.1, Synergy_ZIP=-7.04, Synergy_Bliss=4.36, Synergy_Loewe=-13.1, Synergy_HSA=1.79. (5) Drug 1: CC1CCCC2(C(O2)CC(NC(=O)CC(C(C(=O)C(C1O)C)(C)C)O)C(=CC3=CSC(=N3)C)C)C. Drug 2: CC1C(C(CC(O1)OC2CC(CC3=C2C(=C4C(=C3O)C(=O)C5=C(C4=O)C(=CC=C5)OC)O)(C(=O)CO)O)N)O.Cl. Cell line: SK-MEL-28. Synergy scores: CSS=34.9, Synergy_ZIP=-3.88, Synergy_Bliss=-8.31, Synergy_Loewe=-6.88, Synergy_HSA=-6.78. (6) Drug 1: CC=C1C(=O)NC(C(=O)OC2CC(=O)NC(C(=O)NC(CSSCCC=C2)C(=O)N1)C(C)C)C(C)C. Drug 2: CC1C(C(CC(O1)OC2CC(OC(C2O)C)OC3=CC4=CC5=C(C(=O)C(C(C5)C(C(=O)C(C(C)O)O)OC)OC6CC(C(C(O6)C)O)OC7CC(C(C(O7)C)O)OC8CC(C(C(O8)C)O)(C)O)C(=C4C(=C3C)O)O)O)O. Cell line: NCI-H460. Synergy scores: CSS=43.7, Synergy_ZIP=1.33, Synergy_Bliss=1.40, Synergy_Loewe=-23.0, Synergy_HSA=-0.517. (7) Drug 1: CC12CCC3C(C1CCC2=O)CC(=C)C4=CC(=O)C=CC34C. Drug 2: CC12CCC3C(C1CCC2OP(=O)(O)O)CCC4=C3C=CC(=C4)OC(=O)N(CCCl)CCCl.[Na+]. Cell line: MDA-MB-435. Synergy scores: CSS=2.41, Synergy_ZIP=-10.4, Synergy_Bliss=-24.3, Synergy_Loewe=-30.7, Synergy_HSA=-24.8. (8) Drug 1: CC1CCC2CC(C(=CC=CC=CC(CC(C(=O)C(C(C(=CC(C(=O)CC(OC(=O)C3CCCCN3C(=O)C(=O)C1(O2)O)C(C)CC4CCC(C(C4)OC)OCCO)C)C)O)OC)C)C)C)OC. Drug 2: CC1=C(C(=O)C2=C(C1=O)N3CC4C(C3(C2COC(=O)N)OC)N4)N. Cell line: A549. Synergy scores: CSS=27.0, Synergy_ZIP=2.18, Synergy_Bliss=2.87, Synergy_Loewe=-13.1, Synergy_HSA=-0.723. (9) Drug 1: CC12CCC(CC1=CCC3C2CCC4(C3CC=C4C5=CN=CC=C5)C)O. Drug 2: CS(=O)(=O)CCNCC1=CC=C(O1)C2=CC3=C(C=C2)N=CN=C3NC4=CC(=C(C=C4)OCC5=CC(=CC=C5)F)Cl. Cell line: HCT116. Synergy scores: CSS=-1.57, Synergy_ZIP=-1.59, Synergy_Bliss=-5.55, Synergy_Loewe=-6.70, Synergy_HSA=-6.90.